Dataset: Peptide-MHC class I binding affinity with 185,985 pairs from IEDB/IMGT. Task: Regression. Given a peptide amino acid sequence and an MHC pseudo amino acid sequence, predict their binding affinity value. This is MHC class I binding data. (1) The peptide sequence is LAGLFIDAGY. The MHC is HLA-A29:02 with pseudo-sequence HLA-A29:02. The binding affinity (normalized) is 0.631. (2) The peptide sequence is LVSAGIRKV. The MHC is HLA-A02:02 with pseudo-sequence HLA-A02:02. The binding affinity (normalized) is 0.0114. (3) The peptide sequence is GGDPEVTFM. The MHC is Mamu-B8701 with pseudo-sequence Mamu-B8701. The binding affinity (normalized) is 0. (4) The peptide sequence is AENLNVTVY. The MHC is Mamu-A11 with pseudo-sequence Mamu-A11. The binding affinity (normalized) is 0.117. (5) The peptide sequence is YVADALAAF. The MHC is HLA-B40:01 with pseudo-sequence HLA-B40:01. The binding affinity (normalized) is 0.0147. (6) The MHC is HLA-A11:01 with pseudo-sequence HLA-A11:01. The binding affinity (normalized) is 0.431. The peptide sequence is AVARKHHTK. (7) The peptide sequence is DNFTNNAKTI. The MHC is H-2-Kb with pseudo-sequence H-2-Kb. The binding affinity (normalized) is 0.107. (8) The peptide sequence is SPRSRNRSF. The MHC is HLA-B07:02 with pseudo-sequence HLA-B07:02. The binding affinity (normalized) is 1.00.